From a dataset of Reaction yield outcomes from USPTO patents with 853,638 reactions. Predict the reaction yield, written as a fraction of the theoretical maximum amount of product (1.0 means a 100% yield; for example, 0.34 means a 34% yield). (1) The reactants are [CH2:1]([SH:5])[CH2:2][CH2:3][CH3:4].[Cl:6][C:7]1[C:18]([C:19](=[O:22])[CH2:20]Cl)=[CH:17][C:10]2[N:11]([CH3:16])[C:12](=[O:15])[N:13]([CH3:14])[C:9]=2[CH:8]=1.C(=O)([O-])[O-].[K+].[K+].CN(C=O)C. The catalyst is C1COCC1. The product is [CH2:1]([S:5][CH2:20][C:19]([C:18]1[C:7]([Cl:6])=[CH:8][C:9]2[N:13]([CH3:14])[C:12](=[O:15])[N:11]([CH3:16])[C:10]=2[CH:17]=1)=[O:22])[CH2:2][CH2:3][CH3:4]. The yield is 0.540. (2) The reactants are [CH3:1][O:2][C:3](=[O:28])[CH2:4][N:5]1[C:13]2[C:8](=[CH:9][C:10]([O:14][CH2:15][CH2:16][CH2:17][N:18]([C:20]3[C:25]([F:26])=[CH:24][N:23]=[C:22](Cl)[N:21]=3)[CH3:19])=[CH:11][CH:12]=2)[CH:7]=[CH:6]1.O.C(=O)([O-])[O-].[Na+].[Na+].[CH3:36][O:37][C:38]1[CH:43]=[CH:42][C:41](B(O)O)=[CH:40][CH:39]=1. The catalyst is C1(C)C=CC=CC=1.O1CCOCC1. The product is [CH3:1][O:2][C:3](=[O:28])[CH2:4][N:5]1[C:13]2[C:8](=[CH:9][C:10]([O:14][CH2:15][CH2:16][CH2:17][N:18]([C:20]3[C:25]([F:26])=[CH:24][N:23]=[C:22]([C:41]4[CH:42]=[CH:43][C:38]([O:37][CH3:36])=[CH:39][CH:40]=4)[N:21]=3)[CH3:19])=[CH:11][CH:12]=2)[CH:7]=[CH:6]1. The yield is 0.940. (3) The reactants are [C:1]([O:5][C:6]([N:8]1[CH2:13][CH2:12][CH:11]([C:14]([OH:16])=[O:15])[CH2:10][CH2:9]1)=[O:7])([CH3:4])([CH3:3])[CH3:2].C([O-])(O)=O.[Na+].S(Cl)(O[CH2:26][Cl:27])(=O)=O. The catalyst is ClCCl.O.S([O-])(O)(=O)=O.C([N+](CCCC)(CCCC)CCCC)CCC. The product is [N:8]1([C:6]([O:5][C:1]([CH3:4])([CH3:2])[CH3:3])=[O:7])[CH2:13][CH2:12][CH:11]([C:14]([O:16][CH2:26][Cl:27])=[O:15])[CH2:10][CH2:9]1. The yield is 0.960. (4) The reactants are [CH2:1]([CH:8]([C:22]([OH:24])=[O:23])[C:9](O)([CH2:13][CH2:14][C:15]1[CH:20]=[CH:19][CH:18]=[CH:17][CH:16]=1)[C:10]([OH:12])=O)[C:2]1[CH:7]=[CH:6][CH:5]=[CH:4][CH:3]=1.C(OC(=O)C)(=O)C. The catalyst is CCCCCC.C(OCC)(=O)C. The product is [CH2:1]([C:8]1[C:22]([O:24][C:10](=[O:12])[C:9]=1[CH2:13][CH2:14][C:15]1[CH:16]=[CH:17][CH:18]=[CH:19][CH:20]=1)=[O:23])[C:2]1[CH:3]=[CH:4][CH:5]=[CH:6][CH:7]=1. The yield is 0.810. (5) The reactants are [C:1]([O:7][CH2:8][CH2:9][O:10][CH3:11])(=[O:6])[CH2:2][C:3]([CH3:5])=O.[Br:12][C:13]1[CH:14]=[C:15]([CH:18]=[CH:19][CH:20]=1)[CH:16]=O.[NH4+:21].[OH-:22]. The catalyst is CCO.C(Cl)Cl. The product is [Br:12][C:13]1[CH:14]=[C:15]([CH:16]2[C:2]([C:1]([O:7][CH2:8][CH2:9][O:10][CH3:11])=[O:6])=[C:3]([CH3:5])[NH:21][C:3]([CH3:5])=[C:2]2[C:1]([O:7][CH2:8][CH2:9][O:10][CH3:11])=[O:22])[CH:18]=[CH:19][CH:20]=1. The yield is 0.760.